From a dataset of Full USPTO retrosynthesis dataset with 1.9M reactions from patents (1976-2016). Predict the reactants needed to synthesize the given product. Given the product [NH2:14][C:12]1[C:11]([F:17])=[CH:10][C:8]2[O:9][C:4]([F:3])([F:22])[C:5](=[O:21])[N:6]([CH2:18][C:19]#[CH:20])[C:7]=2[CH:13]=1, predict the reactants needed to synthesize it. The reactants are: [Cl-].[NH4+].[F:3][C:4]1([F:22])[O:9][C:8]2[CH:10]=[C:11]([F:17])[C:12]([N+:14]([O-])=O)=[CH:13][C:7]=2[N:6]([CH2:18][C:19]#[CH:20])[C:5]1=[O:21].